From a dataset of Catalyst prediction with 721,799 reactions and 888 catalyst types from USPTO. Predict which catalyst facilitates the given reaction. (1) Reactant: [F:1][C:2]1[CH:10]=[C:9]2[C:5]([CH:6]=[N:7][NH:8]2)=[CH:4][C:3]=1[C@@H:11]([C:13]1[N:17]2[N:18]=[C:19]([C:22]3[CH:23]=[N:24][N:25]([CH3:27])[CH:26]=3)[CH:20]=[CH:21][C:16]2=[N:15][CH:14]=1)[CH3:12].[H-].[Na+].[CH3:30]I. The catalyst class is: 3. Product: [F:1][C:2]1[CH:10]=[C:9]2[C:5]([CH:6]=[N:7][N:8]2[CH3:30])=[CH:4][C:3]=1[C@@H:11]([C:13]1[N:17]2[N:18]=[C:19]([C:22]3[CH:23]=[N:24][N:25]([CH3:27])[CH:26]=3)[CH:20]=[CH:21][C:16]2=[N:15][CH:14]=1)[CH3:12]. (2) Reactant: OC1C2N=NNC=2C=CC=1.Cl.CN(C)CCCN=C=NCC.[CH3:23][N:24]1[C:28]2=[N:29][CH:30]=[C:31]([C:33]([OH:35])=O)[CH:32]=[C:27]2[C:26]([CH3:36])=[N:25]1.[NH2:37][CH2:38][CH2:39][NH:40][C:41](=[O:47])[O:42][C:43]([CH3:46])([CH3:45])[CH3:44]. Product: [CH3:23][N:24]1[C:28]2=[N:29][CH:30]=[C:31]([C:33]([NH:37][CH2:38][CH2:39][NH:40][C:41](=[O:47])[O:42][C:43]([CH3:45])([CH3:44])[CH3:46])=[O:35])[CH:32]=[C:27]2[C:26]([CH3:36])=[N:25]1. The catalyst class is: 9. (3) The catalyst class is: 35. Product: [CH:1]1([C:7]2[CH:37]=[CH:36][C:10]([CH2:11][O:12][C:13]3[CH:18]=[CH:17][C:16]([C:19]4[N:20]=[C:21]([N:24]([CH2:25][C:26]5[CH:27]=[CH:28][C:29]([C:30]([O:32][CH3:33])=[O:31])=[CH:34][CH:35]=5)[CH3:42])[S:22][CH:23]=4)=[CH:15][CH:14]=3)=[CH:9][CH:8]=2)[CH2:6][CH2:5][CH2:4][CH2:3][CH2:2]1. Reactant: [CH:1]1([C:7]2[CH:37]=[CH:36][C:10]([CH2:11][O:12][C:13]3[CH:18]=[CH:17][C:16]([C:19]4[N:20]=[C:21]([NH:24][CH2:25][C:26]5[CH:35]=[CH:34][C:29]([C:30]([O:32][CH3:33])=[O:31])=[CH:28][CH:27]=5)[S:22][CH:23]=4)=[CH:15][CH:14]=3)=[CH:9][CH:8]=2)[CH2:6][CH2:5][CH2:4][CH2:3][CH2:2]1.S(OC)(O[CH3:42])(=O)=O.[H-].[Na+].C(OC(C)C)(C)C. (4) Reactant: [CH2:1]([O:3][C:4]1[CH:5]=[C:6]([CH:23]=[C:24](OCC)[C:25]=1F)[CH2:7][N:8]1[CH2:13][CH2:12][CH:11]([NH:14][C:15]([C:17]2[CH:18]=[N:19][CH:20]=[N:21][CH:22]=2)=[O:16])[CH2:10][CH2:9]1)[CH3:2].[CH2:30]([O:32]C1C=C(C=CC=1OC)C=O)C.C([BH3-])#N.[Na+].C(N(C(C)C)C(C)C)C. Product: [CH2:1]([O:3][C:4]1[CH:5]=[C:6]([CH:23]=[CH:24][C:25]=1[O:32][CH3:30])[CH2:7][N:8]1[CH2:9][CH2:10][CH:11]([NH:14][C:15]([C:17]2[CH:18]=[N:19][CH:20]=[N:21][CH:22]=2)=[O:16])[CH2:12][CH2:13]1)[CH3:2]. The catalyst class is: 212. (5) Reactant: [NH:1]1[C:9]2[C:4](=[CH:5][CH:6]=[CH:7][CH:8]=2)[C:3]([C:10]([O:12][CH2:13][CH3:14])=[O:11])=[N:2]1.[N+:15]([O-])([OH:17])=[O:16]. Product: [N+:15]([C:6]1[CH:5]=[C:4]2[C:9](=[CH:8][CH:7]=1)[NH:1][N:2]=[C:3]2[C:10]([O:12][CH2:13][CH3:14])=[O:11])([O-:17])=[O:16]. The catalyst class is: 65. (6) Reactant: [NH2:1][C:2](=[N:29]O)[C:3]1[CH:24]=[C:23]([O:25][CH3:26])[C:6]([CH2:7][N:8]([C:16]([O:18][C:19]([CH3:22])([CH3:21])[CH3:20])=[O:17])[C:9]([O:11][C:12]([CH3:15])([CH3:14])[CH3:13])=[O:10])=[C:5]([O:27][CH3:28])[CH:4]=1.C(OC(=O)C)(=O)C. Product: [NH2:29][C:2](=[NH:1])[C:3]1[CH:24]=[C:23]([O:25][CH3:26])[C:6]([CH2:7][N:8]([C:9]([O:11][C:12]([CH3:13])([CH3:14])[CH3:15])=[O:10])[C:16]([O:18][C:19]([CH3:22])([CH3:21])[CH3:20])=[O:17])=[C:5]([O:27][CH3:28])[CH:4]=1. The catalyst class is: 285.